From a dataset of NCI-60 drug combinations with 297,098 pairs across 59 cell lines. Regression. Given two drug SMILES strings and cell line genomic features, predict the synergy score measuring deviation from expected non-interaction effect. (1) Cell line: NCIH23. Synergy scores: CSS=3.89, Synergy_ZIP=-0.532, Synergy_Bliss=3.82, Synergy_Loewe=-4.06, Synergy_HSA=1.24. Drug 1: CCCCCOC(=O)NC1=NC(=O)N(C=C1F)C2C(C(C(O2)C)O)O. Drug 2: CC1=C(C(=CC=C1)Cl)NC(=O)C2=CN=C(S2)NC3=CC(=NC(=N3)C)N4CCN(CC4)CCO. (2) Drug 1: CC12CCC3C(C1CCC2O)C(CC4=C3C=CC(=C4)O)CCCCCCCCCS(=O)CCCC(C(F)(F)F)(F)F. Drug 2: C1CNP(=O)(OC1)N(CCCl)CCCl. Cell line: SF-539. Synergy scores: CSS=1.49, Synergy_ZIP=2.94, Synergy_Bliss=3.64, Synergy_Loewe=-0.984, Synergy_HSA=-0.876. (3) Drug 1: CC1=CC=C(C=C1)C2=CC(=NN2C3=CC=C(C=C3)S(=O)(=O)N)C(F)(F)F. Drug 2: C1=NNC2=C1C(=O)NC=N2. Cell line: NCI-H460. Synergy scores: CSS=6.14, Synergy_ZIP=-1.34, Synergy_Bliss=1.70, Synergy_Loewe=-3.72, Synergy_HSA=0.475.